This data is from Retrosynthesis with 50K atom-mapped reactions and 10 reaction types from USPTO. The task is: Predict the reactants needed to synthesize the given product. (1) Given the product O=C(NCCOc1ccccc1)c1c(O)c2ncc(Cc3ccc(F)cc3)cc2[nH]c1=O, predict the reactants needed to synthesize it. The reactants are: CCOC(=O)c1c(O)c2ncc(Cc3ccc(F)cc3)cc2[nH]c1=O.NCCOc1ccccc1. (2) Given the product CC(C)(C)OC(=O)NC1CCN(C(=O)c2ccc(N3CCCC3)nc2)CC1, predict the reactants needed to synthesize it. The reactants are: C1CCNC1.CC(C)(C)OC(=O)NC1CCN(C(=O)c2ccc(Cl)nc2)CC1.